This data is from Forward reaction prediction with 1.9M reactions from USPTO patents (1976-2016). The task is: Predict the product of the given reaction. (1) Given the reactants [C:1]([C:5]1[CH:10]=[CH:9][C:8]([S:11]([N:14]([CH2:22][C:23](O)=[O:24])[C:15]2[CH:20]=[CH:19][C:18]([CH3:21])=[CH:17][CH:16]=2)(=[O:13])=[O:12])=[CH:7][CH:6]=1)([CH3:4])([CH3:3])[CH3:2].[CH2:26]([NH:28][CH2:29][C:30]1[CH:31]=[N:32][C:33]2[C:38]([CH:39]=1)=[CH:37][CH:36]=[CH:35][CH:34]=2)[CH3:27], predict the reaction product. The product is: [C:1]([C:5]1[CH:6]=[CH:7][C:8]([S:11]([N:14]([C:15]2[CH:20]=[CH:19][C:18]([CH3:21])=[CH:17][CH:16]=2)[CH2:22][C:23]([N:28]([CH2:26][CH3:27])[CH2:29][C:30]2[CH:31]=[N:32][C:33]3[C:38]([CH:39]=2)=[CH:37][CH:36]=[CH:35][CH:34]=3)=[O:24])(=[O:12])=[O:13])=[CH:9][CH:10]=1)([CH3:3])([CH3:2])[CH3:4]. (2) Given the reactants [F:1][C:2]1[CH:7]=[CH:6][CH:5]=[C:4]([C@H:8]([CH2:13][CH2:14][CH:15]=[CH2:16])[CH2:9][N+]([O-])=O)[C:3]=1[F:17].C[O-].[Na+].S(=O)(=O)(O)[OH:22], predict the reaction product. The product is: [F:17][C:3]1[C:2]([F:1])=[CH:7][CH:6]=[CH:5][C:4]=1[C@H:8]([CH2:13][CH2:14][CH:15]=[CH2:16])[CH:9]=[O:22]. (3) Given the reactants [NH:1]1[C:9]2[CH2:8][CH2:7][N:6]([C:10]([O:12][C:13]([CH3:16])([CH3:15])[CH3:14])=[O:11])[CH:5]([C:17]([O:19][CH2:20][CH3:21])=[O:18])[C:4]=2[N:3]=[CH:2]1.Br[C:23]1[CH:28]=[CH:27][CH:26]=[CH:25][N:24]=1.OC1C=CC=C2C=1N=CC=C2, predict the reaction product. The product is: [N:24]1[CH:25]=[CH:26][CH:27]=[CH:28][C:23]=1[N:1]1[C:9]2[CH2:8][CH2:7][N:6]([C:10]([O:12][C:13]([CH3:14])([CH3:15])[CH3:16])=[O:11])[CH:5]([C:17]([O:19][CH2:20][CH3:21])=[O:18])[C:4]=2[N:3]=[CH:2]1. (4) Given the reactants C(OC([NH:8][C@@:9]1([C:18]([OH:20])=[O:19])[CH2:11][C@@H:10]1[C:12]1[CH:17]=[CH:16][CH:15]=[CH:14][CH:13]=1)=O)(C)(C)C.O1CCOCC1.Cl, predict the reaction product. The product is: [NH2:8][C@@:9]1([C:18]([OH:20])=[O:19])[CH2:11][C@@H:10]1[C:12]1[CH:17]=[CH:16][CH:15]=[CH:14][CH:13]=1. (5) Given the reactants [CH2:1]([NH:3][C@H:4]1[CH2:8][CH2:7][NH:6][CH2:5]1)[CH3:2].[Cl:9][C:10]1[N:19]=[C:18](Cl)[C:17]2[C:12](=[CH:13][C:14]([O:23][CH3:24])=[C:15]([O:21][CH3:22])[CH:16]=2)[N:11]=1, predict the reaction product. The product is: [Cl:9][C:10]1[N:19]=[C:18]([N:6]2[CH2:7][CH2:8][C@H:4]([NH:3][CH2:1][CH3:2])[CH2:5]2)[C:17]2[C:12](=[CH:13][C:14]([O:23][CH3:24])=[C:15]([O:21][CH3:22])[CH:16]=2)[N:11]=1.